Dataset: Drug-target binding data from BindingDB using IC50 measurements. Task: Regression. Given a target protein amino acid sequence and a drug SMILES string, predict the binding affinity score between them. We predict pIC50 (pIC50 = -log10(IC50 in M); higher means more potent). Dataset: bindingdb_ic50. (1) The small molecule is CC[C@H](C)[C@@H]1NC(=O)[C@@H](CCC(N)=O)NC(=O)[C@H](N)CSSC[C@H](C(=O)O)NC(=O)[C@H]2CCCN2C(=O)[C@H](CO)NC(=O)[C@@H](CC(=O)O)NC1=O. The target protein (P05556) has sequence MNLQPIFWIGLISSVCCVFAQTDENRCLKANAKSCGECIQAGPNCGWCTNSTFLQEGMPTSARCDDLEALKKKGCPPDDIENPRGSKDIKKNKNVTNRSKGTAEKLKPEDITQIQPQQLVLRLRSGEPQTFTLKFKRAEDYPIDLYYLMDLSYSMKDDLENVKSLGTDLMNEMRRITSDFRIGFGSFVEKTVMPYISTTPAKLRNPCTSEQNCTSPFSYKNVLSLTNKGEVFNELVGKQRISGNLDSPEGGFDAIMQVAVCGSLIGWRNVTRLLVFSTDAGFHFAGDGKLGGIVLPNDGQCHLENNMYTMSHYYDYPSIAHLVQKLSENNIQTIFAVTEEFQPVYKELKNLIPKSAVGTLSANSSNVIQLIIDAYNSLSSEVILENGKLSEGVTISYKSYCKNGVNGTGENGRKCSNISIGDEVQFEISITSNKCPKKDSDSFKIRPLGFTEEVEVILQYICECECQSEGIPESPKCHEGNGTFECGACRCNEGRVGRHC.... The pIC50 is 2.8. (2) The small molecule is O=C(CNO)Cc1c[nH]c2ccc(Br)cc12. The target protein (Q9FV53) has sequence MGLHRDEATAMETLFRVSLRLLPVSAAVTCRSIRFPVSRPGSSHLLNRKLYNLPTSSSSSLSTKAGWLLGLGEKKKKVDLPEIVASGDPVLHEKAREVDPGEIGSERIQKIIDDMIKVMRLAPGVGLAAPQIGVPLRIIVLEDTKEYISYAPKEEILAQERRHFDLMVMVNPVLKERSNKKALFFEGCLSVDGFRAAVERYLEVVVTGYDRQGKRIEVNASGWQARILQHECDHLDGNLYVDKMVPRTFRTVDNLDLPLAEGCPKLGPQ. The pIC50 is 3.9. (3) The compound is Cc1cc(C2CCN(C(=O)[C@@H]3C[C@@](C)(N)C[C@H]3c3ccc(F)cc3F)CC2)n(-c2ccc(F)c(Cl)c2)n1. The target protein (Q7TMR0) has sequence MGCRALLLLSFLLLGAATTIPPRLKTLGSPHLSASPTPDPAVARKYSVLYFEQKVDHFGFADMRTFKQRYLVADKHWQRNGGSILFYTGNEGDIVWFCNNTGFMWDVAEELKAMLVFAEHRYYGESLPFGQDSFKDSQHLNFLTSEQALADFAELIRHLEKTIPGAQGQPVIAIGGSYGGMLAAWFRMKYPHIVVGALAASAPIWQLDGMVPCGEFMKIVTNDFRKSGPYCSESIRKSWNVIDKLSGSGSGLQSLTNILHLCSPLTSEKIPTLKGWIAETWVNLAMVNYPYACNFLQPLPAWPIKEVCQYLKNPNVSDTVLLQNIFQALSVYYNYSGQAACLNISQTTTSSLGSMGWSFQACTEMVMPFCTNGIDDMFEPFLWDLEKYSNDCFNQWGVKPRPHWMTTMYGGKNISSHSNIIFSNGELDPWSGGGVTRDITDTLVAINIHDGAHHLDLRAHNAFDPSSVLLSRLLEVKHMKKWILDFYSNIQ. The pIC50 is 8.4.